Task: Predict the reaction yield, written as a fraction of the theoretical maximum amount of product (1.0 means a 100% yield; for example, 0.34 means a 34% yield).. Dataset: Reaction yield outcomes from USPTO patents with 853,638 reactions The reactants are O[CH:2]=[C:3]1[C:11]2[C:6](=[CH:7][CH:8]=[CH:9][CH:10]=2)[NH:5][C:4]1=[O:12].[NH2:13][C:14]1[CH:19]=[CH:18][C:17]([NH:20][S:21]([NH2:24])(=[O:23])=[O:22])=[CH:16][CH:15]=1. No catalyst specified. The product is [O:12]=[C:4]1[C:3](=[CH:2][NH:13][C:14]2[CH:19]=[CH:18][C:17]([NH:20][S:21]([NH2:24])(=[O:23])=[O:22])=[CH:16][CH:15]=2)[C:11]2[C:6](=[CH:7][CH:8]=[CH:9][CH:10]=2)[NH:5]1. The yield is 0.520.